From a dataset of Full USPTO retrosynthesis dataset with 1.9M reactions from patents (1976-2016). Predict the reactants needed to synthesize the given product. (1) Given the product [C:21]([CH2:20][CH2:19][CH2:18][CH2:17][CH:4]([C:5]([O:7][CH2:8][CH:9]=[CH2:10])=[O:6])[C:3]([O:12][CH2:13][CH:14]=[CH2:15])=[O:11])#[N:22], predict the reactants needed to synthesize it. The reactants are: [H-].[Na+].[C:3]([O:12][CH2:13][CH:14]=[CH2:15])(=[O:11])[CH2:4][C:5]([O:7][CH2:8][CH:9]=[CH2:10])=[O:6].Br[CH2:17][CH2:18][CH2:19][CH2:20][C:21]#[N:22].[Cl-].[NH4+]. (2) The reactants are: [CH3:1][O:2][C:3]1[CH:21]=[CH:20][CH:19]=[CH:18][C:4]=1[CH2:5][NH:6][CH2:7][CH2:8][C:9]1[CH:10]=[C:11]([CH2:15][CH2:16][OH:17])[CH:12]=[CH:13][CH:14]=1.[C:22](O[C:22]([O:24][C:25]([CH3:28])([CH3:27])[CH3:26])=[O:23])([O:24][C:25]([CH3:28])([CH3:27])[CH3:26])=[O:23]. Given the product [C:25]([O:24][C:22](=[O:23])[N:6]([CH2:7][CH2:8][C:9]1[CH:14]=[CH:13][CH:12]=[C:11]([CH2:15][CH2:16][OH:17])[CH:10]=1)[CH2:5][C:4]1[CH:18]=[CH:19][CH:20]=[CH:21][C:3]=1[O:2][CH3:1])([CH3:28])([CH3:27])[CH3:26], predict the reactants needed to synthesize it. (3) Given the product [Cl:8][C:6]1[N:5]=[CH:4][N:3]=[C:2]([N:9]2[CH2:14][CH2:13][CH:12]([C:15]3[CH:20]=[CH:19][C:18]([C@@H:21]([NH:23][C:24](=[O:26])[CH3:25])[CH3:22])=[CH:17][CH:16]=3)[CH2:11][CH2:10]2)[CH:7]=1, predict the reactants needed to synthesize it. The reactants are: Cl[C:2]1[CH:7]=[C:6]([Cl:8])[N:5]=[CH:4][N:3]=1.[NH:9]1[CH2:14][CH2:13][CH:12]([C:15]2[CH:20]=[CH:19][C:18]([C@@H:21]([NH:23][C:24](=[O:26])[CH3:25])[CH3:22])=[CH:17][CH:16]=2)[CH2:11][CH2:10]1.O. (4) Given the product [Cl:28][C:29]1[CH:34]=[C:33]([NH:35][C:36]2[CH:41]=[CH:40][C:39]([F:42])=[CH:38][C:37]=2[F:43])[CH:32]=[CH:31][C:30]=1[C:44]([C:46]1[CH:51]=[C:50]([C:52]#[CH:53])[CH:49]=[CH:48][C:47]=1[O:58][CH3:59])=[O:45], predict the reactants needed to synthesize it. The reactants are: ClC1C=C(NC2C=CC(F)=CC=2F)C=CC=1C(C1C=C(C#C)C=CC=1C)=O.[Cl:28][C:29]1[CH:34]=[C:33]([NH:35][C:36]2[CH:41]=[CH:40][C:39]([F:42])=[CH:38][C:37]=2[F:43])[CH:32]=[CH:31][C:30]=1[C:44]([C:46]1[CH:51]=[C:50]([C:52]#[C:53][Si](C)(C)C)[CH:49]=[CH:48][C:47]=1[O:58][CH3:59])=[O:45]. (5) Given the product [F:1][C:2]1[CH:7]=[CH:6][C:5]([C:8]2[O:9][C:10]3[CH:20]=[CH:19][C:18]([C:21]4[CH:29]=[C:25]([C:26](=[O:28])[NH:43][C:40]5([C:37]6[CH:38]=[CH:39][N:34]=[N:35][CH:36]=6)[CH2:42][CH2:41]5)[C:24]([O:30][CH3:31])=[CH:23][C:22]=4[CH3:32])=[CH:17][C:11]=3[C:12]=2[C:13]([NH:14][CH3:15])=[O:16])=[CH:4][CH:3]=1, predict the reactants needed to synthesize it. The reactants are: [F:1][C:2]1[CH:7]=[CH:6][C:5]([C:8]2[O:9][C:10]3[CH:20]=[CH:19][C:18]([C:21]4[C:22]([CH3:32])=[CH:23][C:24]([O:30][CH3:31])=[C:25]([CH:29]=4)[C:26]([OH:28])=O)=[CH:17][C:11]=3[C:12]=2[C:13](=[O:16])[NH:14][CH3:15])=[CH:4][CH:3]=1.Cl.[N:34]1[CH:39]=[CH:38][C:37]([C:40]2([NH2:43])[CH2:42][CH2:41]2)=[CH:36][N:35]=1.CN([P+](ON1N=NC2C=CC=CC1=2)(N(C)C)N(C)C)C.F[P-](F)(F)(F)(F)F.